Dataset: Drug-target binding data from BindingDB using IC50 measurements. Task: Regression. Given a target protein amino acid sequence and a drug SMILES string, predict the binding affinity score between them. We predict pIC50 (pIC50 = -log10(IC50 in M); higher means more potent). Dataset: bindingdb_ic50. (1) The compound is Nc1ncnc2c1ncn2[C@@H]1O[C@H](CSCC[C@H](N)C(=O)O)[C@@H](O)[C@H]1O. The target protein sequence is MGQTGKKSEKGPVCWRKRVKSEYMRLRQLKRFRRADEVKSMFSSNRQKILERTEILNQEWKQRRIQPVHILTSVSSLRGTRECSVTSDLDFPTQVIPLKTLNAVASVPIMYSWSPLQQNFMVEDETVLHNIPYMGDEVLDQDGTFIEELIKNYDGKVHGDRECGFINDEIFVELVNALGQYNDDDDDDDGDDPEEREEKQKDLEDHRDDKESRPPRKFPSDKIFEAISSMFPDKGTAEELKEKYKELTEQQLPGALPPECTPNIDGPNAKSVQREQSLHSFHTLFCRRCFKYDCFLHPFHATPNTYKRKNTETALDNKPCGPQCYQHLEGAKEFAAALTAERIKTPPKRPGGRRRGRLPNNSSRPSTPTINVLESKDTDSDREAGTETGGENNDKEEEEKKDETSSSSEANSRCQTPIKMKPNIEPPENVEWSGAEASMFRVLIGTYYDNFCAIARLIGTKTCRQVYEFRVKESSIIAPAPAEDVDTPPRKKKRKHRLWA.... The pIC50 is 5.3. (2) The drug is Cc1ccc(Sc2ccc(C=C3SC(S)=NC3=O)cc2Br)cc1F. The target protein (Q9UGP5) has sequence MDPRGILKAFPKRQKIHADASSKVLAKIPRREEGEEAEEWLSSLRAHVVRTGIGRARAELFEKQIVQHGGQLCPAQGPGVTHIVVDEGMDYERALRLLRLPQLPPGAQLVKSAWLSLCLQERRLVDVAGFSIFIPSRYLDHPQPSKAEQDASIPPGTHEALLQTALSPPPPPTRPVSPPQKAKEAPNTQAQPISDDEASDGEETQVSAADLEALISGHYPTSLEGDCEPSPAPAVLDKWVCAQPSSQKATNHNLHITEKLEVLAKAYSVQGDKWRALGYAKAINALKSFHKPVTSYQEACSIPGIGKRMAEKIIEILESGHLRKLDHISESVPVLELFSNIWGAGTKTAQMWYQQGFRSLEDIRSQASLTTQQAIGLKHYSDFLERMPREEATEIEQTVQKAAQAFNSGLLCVACGSYRRGKATCGDVDVLITHPDGRSHRGIFSRLLDSLRQEGFLTDDLVSQEENGQQQKYLGVCRLPGPGRRHRRLDIIVVPYSEFA.... The pIC50 is 5.4. (3) The pIC50 is 8.2. The small molecule is C[C@@H]1NC(=O)[C@@H]([C@@H](C)O)NC(=O)CNC(=O)[C@@H](Cc2cnc[nH]2)NC(=O)[C@H](Cc2c[nH]c3ccccc23)NC(=O)[C@@H](CC(N)=O)NC(=O)CNC(=O)C[C@H](C(=O)N[C@@H](Cc2c[nH]c3ccccc23)C(=O)N[C@@H](Cc2ccccc2)C(=O)N[C@@H](Cc2ccccc2)C(=O)N[C@@H](CC(N)=O)C(=O)N[C@@H](Cc2ccc(O)cc2)C(=O)N[C@@H](Cc2ccc(O)cc2)C(=O)N[C@H](Cc2ccc3ccccc3c2)C(=O)O)NC(=O)[C@H]2CCCN2C1=O. The target protein (P28088) has sequence MQPLPSLCGRALVALILACGVAGIQAEEREFPPAGATQPLPGTGEMMETPTETSWPGRSNASDPRSSATPQIPRGGRMAGIPPRTPPPCDGPIEIKETFKYINTVVSCLVFVLGIIGNSTLLRIIYKNKCMRNGPNILIASLALGDLLHIIIDIPINTYKLLAKDWPFGVEMCKLVPFIQKASVGITVLSLCALSIDRYRAVASWSRIKGIGVPKWTAVEIVLIWVVSVVLAVPEAVGFDIITSDHIGNKLRICLLHPTQKTAFMQFYKTAKDWWLFSFYFCLPLAITALFYTLMTCEMLRKKSGMQIALNDHLKQRREVAKTVFCLVLVFALCWLPLHLSRILKLTLYDQHDPRRCEFLSFLLVLDYIGINMASLNSCINPIALYLVSKRFKNCFKSCLCCWCQSFEEKQSLEEKQSCLKFKANDHGYDNFRSSNKYSSS. (4) The drug is O=C(Nc1ccc2c(C(=O)c3ccccc3)c(O)n(O)c2c1)c1ccccc1. The target protein (Q9QLI9) has sequence MDTFITKNFQTTIIQKAKNTMAEFSEDPELQPAVLFNICVHLEVCYVISDMNFLDEEGKTYTALEGQGKEQNLRPQYEVIEGMPRNIAWMVQRSLAQEHGIETPRYLADLFDYKTKRFIEVGITKGLADDYFWKKKEKLGNSMELMIFSYNQDYSLSDESSLDEEGKGRVLSRLTELQAELSLKNLWQVLIGEEEIEKGIDFKLGQTISKLRNISVPAGFSNFEGMRSYIDNIDPKGAIERNLARMSPLVSVTPKKLKWEDLRPIGPHIYNHELPEVPYNAFLLMSDELGLANMTEGKSKKPKTLAKECLERYSTLRDQTDPILIMKSEKANENFLWRLWRDCVNTISNEETGNELQKTNYAKWATGDGLTYQKIMKEVAIDDETMYQEEPKIPNKCRVAAWVQAEMNLLSTLTSKRALDLPEIGPDVAPVEHVGSERRKYFVNEINYCKASTVMMKYVLFHTSLLNESNASMGKYKVIPITNRVVNEKGESFDMLYGLA.... The pIC50 is 4.2.